The task is: Predict the product of the given reaction.. This data is from Forward reaction prediction with 1.9M reactions from USPTO patents (1976-2016). (1) Given the reactants [Cl:1][C:2]1[CH:7]=[CH:6][CH:5]=[CH:4][C:3]=1[C:8]1[O:9][C:10]2[C:15]([C:16](=[O:18])[CH:17]=1)=[C:14]([O:19][CH3:20])[CH:13]=[C:12]([O:21][CH3:22])[C:11]=2[C@@H:23]1[CH2:27][CH2:26][N:25]([CH2:28][CH2:29][CH3:30])[C@H:24]1[CH2:31][O:32]C(=O)C.[OH-].[Na+], predict the reaction product. The product is: [Cl:1][C:2]1[CH:7]=[CH:6][CH:5]=[CH:4][C:3]=1[C:8]1[O:9][C:10]2[C:15]([C:16](=[O:18])[CH:17]=1)=[C:14]([O:19][CH3:20])[CH:13]=[C:12]([O:21][CH3:22])[C:11]=2[C@@H:23]1[CH2:27][CH2:26][N:25]([CH2:28][CH2:29][CH3:30])[C@H:24]1[CH2:31][OH:32]. (2) Given the reactants [CH3:1][O:2][C:3]([C:5]1[NH:6][C:7]2[C:12]([C:13]=1[CH2:14][C:15]([O:17][CH3:18])=[O:16])=[CH:11][CH:10]=[CH:9][CH:8]=2)=[O:4].Br[CH2:20][C:21]1[C:30]2[C:25](=[CH:26][CH:27]=[C:28]([F:31])[CH:29]=2)[CH:24]=[CH:23][CH:22]=1, predict the reaction product. The product is: [CH3:1][O:2][C:3]([C:5]1[N:6]([CH2:20][C:21]2[C:30]3[C:25](=[CH:26][CH:27]=[C:28]([F:31])[CH:29]=3)[CH:24]=[CH:23][CH:22]=2)[C:7]2[C:12]([C:13]=1[CH2:14][C:15]([O:17][CH3:18])=[O:16])=[CH:11][CH:10]=[CH:9][CH:8]=2)=[O:4]. (3) Given the reactants [Cl:1][C:2]1[CH:3]=[N:4][C:5]([C:12]2[CH:17]=[CH:16][CH:15]=[C:14]([F:18])[CH:13]=2)=[C:6]([CH:11]=1)[C:7]([O:9][CH3:10])=[O:8].C(OO)(=[O:21])C, predict the reaction product. The product is: [Cl:1][C:2]1[CH:3]=[N+:4]([O-:21])[C:5]([C:12]2[CH:17]=[CH:16][CH:15]=[C:14]([F:18])[CH:13]=2)=[C:6]([CH:11]=1)[C:7]([O:9][CH3:10])=[O:8]. (4) Given the reactants [Cl:1][C:2]1[CH:10]=[C:9]2[C:5]([CH:6]=[C:7]([C:14](OCC)=O)[N:8]2[CH2:11][C:12]#[N:13])=[CH:4][C:3]=1[CH3:19].[H-].[Al+3].[Li+].[H-].[H-].[H-].C(C(C(C([O-])=O)O)O)([O-])=O.[Na+].[K+].C(OCC)(=O)C, predict the reaction product. The product is: [Cl:1][C:2]1[C:3]([CH3:19])=[CH:4][C:5]2[CH:6]=[C:7]3[CH2:14][NH:13][CH2:12][CH2:11][N:8]3[C:9]=2[CH:10]=1. (5) Given the reactants [CH2:1]([O:3][C:4]([C:6]1[C:10]([CH3:11])=[CH:9][NH:8][C:7]=1[CH2:12][C:13](=O)[NH:14][CH2:15][CH2:16][NH:17][C:18](=O)[CH3:19])=[O:5])[CH3:2], predict the reaction product. The product is: [CH2:1]([O:3][C:4]([C:6]1[C:10]([CH3:11])=[CH:9][NH:8][C:7]=1[CH2:12][CH2:13][NH:14][CH2:15][CH2:16][NH:17][CH2:18][CH3:19])=[O:5])[CH3:2]. (6) Given the reactants [F:1][C:2]([F:12])([F:11])[C@H:3](O)[C:4]1[CH:9]=[CH:8][CH:7]=[CH:6][CH:5]=1.FC(F)(F)S(OS(C(F)(F)F)(=O)=O)(=O)=O.N1C(C)=CC=CC=1C.[O-]S(C(F)(F)F)(=O)=O.[CH3:44][C@@H:45]1[CH2:50][NH:49][CH2:48][CH2:47][NH:46]1, predict the reaction product. The product is: [CH3:44][C@H:45]1[NH:46][CH2:47][CH2:48][N:49]([C@@H:3]([C:4]2[CH:9]=[CH:8][CH:7]=[CH:6][CH:5]=2)[C:2]([F:12])([F:11])[F:1])[CH2:50]1. (7) Given the reactants [NH2:1][CH2:2][C@@H:3]1[CH2:7][CH2:6][N:5]([C:8]([O:10][C:11]([CH3:14])([CH3:13])[CH3:12])=[O:9])[CH2:4]1.C1N=CN([C:20](N2C=NC=C2)=[O:21])C=1.Cl.[Br:28][C:29]1[CH:38]=[CH:37][C:32]([C:33]([NH:35][NH2:36])=[O:34])=[CH:31][C:30]=1[F:39].CCN(C(C)C)C(C)C, predict the reaction product. The product is: [Br:28][C:29]1[CH:38]=[CH:37][C:32]([C:33]([NH:35][NH:36][C:20]([NH:1][CH2:2][C@@H:3]2[CH2:7][CH2:6][N:5]([C:8]([O:10][C:11]([CH3:14])([CH3:13])[CH3:12])=[O:9])[CH2:4]2)=[O:21])=[O:34])=[CH:31][C:30]=1[F:39]. (8) Given the reactants [CH2:1]([O:8][C:9](=[O:29])[NH:10][C@@H:11]([CH3:28])[CH2:12][N:13]1[C:21]2[C:16](=[CH:17][CH:18]=[C:19]3[O:25][CH2:24][C@H:23]([CH2:26]O)[O:22][C:20]3=2)[CH:15]=[N:14]1)[C:2]1[CH:7]=[CH:6][CH:5]=[CH:4][CH:3]=1.C(N(CC)CC)C.CS(OS(C)(=O)=O)(=O)=O.[N-:46]=[N+:47]=[N-:48].[Na+].C(=O)(O)[O-].[Na+], predict the reaction product. The product is: [CH2:1]([O:8][C:9](=[O:29])[NH:10][C@@H:11]([CH3:28])[CH2:12][N:13]1[C:21]2[C:16](=[CH:17][CH:18]=[C:19]3[O:25][CH2:24][C@H:23]([CH2:26][N:46]=[N+:47]=[N-:48])[O:22][C:20]3=2)[CH:15]=[N:14]1)[C:2]1[CH:7]=[CH:6][CH:5]=[CH:4][CH:3]=1.